This data is from Catalyst prediction with 721,799 reactions and 888 catalyst types from USPTO. The task is: Predict which catalyst facilitates the given reaction. Reactant: [CH3:1][NH:2][C:3]([C:5]1[CH:6]=[C:7]([C:11]2[CH:16]=[CH:15][C:14]([O:17][C@@H:18]3[C@@H:23]([O:24]CC4C=CC=CC=4)[C@@H:22]([O:32]CC4C=CC=CC=4)[C@H:21]([O:40]CC4C=CC=CC=4)[C@@H:20]([CH2:48][F:49])[O:19]3)=[CH:13][CH:12]=2)[CH:8]=[CH:9][CH:10]=1)=[O:4]. Product: [F:49][CH2:48][C@H:20]1[O:19][C@H:18]([O:17][C:14]2[CH:15]=[CH:16][C:11]([C:7]3[CH:8]=[CH:9][CH:10]=[C:5]([C:3]([NH:2][CH3:1])=[O:4])[CH:6]=3)=[CH:12][CH:13]=2)[C@@H:23]([OH:24])[C@@H:22]([OH:32])[C@@H:21]1[OH:40]. The catalyst class is: 105.